This data is from Forward reaction prediction with 1.9M reactions from USPTO patents (1976-2016). The task is: Predict the product of the given reaction. (1) Given the reactants C([NH:5][S:6]([C:9]1[O:10][C:11]([C:14]2[N:19]=[C:18]([NH:20][C:21]3[CH:25]=[C:24]([CH:26]4[CH2:28][CH2:27]4)[NH:23][N:22]=3)[C:17]([Cl:29])=[CH:16][N:15]=2)=[CH:12][CH:13]=1)(=[O:8])=[O:7])(C)(C)C.B(Cl)(Cl)Cl, predict the reaction product. The product is: [Cl:29][C:17]1[C:18]([NH:20][C:21]2[CH:25]=[C:24]([CH:26]3[CH2:28][CH2:27]3)[NH:23][N:22]=2)=[N:19][C:14]([C:11]2[O:10][C:9]([S:6]([NH2:5])(=[O:7])=[O:8])=[CH:13][CH:12]=2)=[N:15][CH:16]=1. (2) Given the reactants Cl[CH2:2][C:3](=O)[CH3:4].[NH2:6][C:7]1[CH:12]=[CH:11][C:10]([I:13])=[CH:9][N:8]=1, predict the reaction product. The product is: [I:13][C:10]1[CH:11]=[CH:12][C:7]2[N:8]([CH:2]=[C:3]([CH3:4])[N:6]=2)[CH:9]=1. (3) Given the reactants [C:1]1(=[O:10])[NH:9][CH2:8][CH2:7][CH2:6][CH2:5][CH2:4][CH2:3][CH2:2]1.[F:11][C:12]([F:17])([F:16])[C:13]([OH:15])=[O:14], predict the reaction product. The product is: [F:11][C:12]([F:17])([F:16])[C:13]([OH:15])=[O:14].[C:1]1(=[O:10])[NH:9][CH2:8][CH2:7][CH2:6][CH2:5][CH2:4][CH2:3][CH2:2]1.